This data is from Forward reaction prediction with 1.9M reactions from USPTO patents (1976-2016). The task is: Predict the product of the given reaction. (1) Given the reactants [C:1]([N:4]1[C:13]2[C:8](=[CH:9][C:10](Br)=[CH:11][CH:12]=2)[CH:7]([NH:15][C:16]2[CH:21]=[CH:20][C:19]([Cl:22])=[CH:18][CH:17]=2)[CH2:6][CH:5]1[CH3:23])(=[O:3])[CH3:2].[CH3:24][C:25]1[N:26]([CH2:43][O:44][CH2:45][CH2:46][Si:47]([CH3:50])([CH3:49])[CH3:48])[C:27]([Sn](CCCC)(CCCC)CCCC)=[CH:28][N:29]=1, predict the reaction product. The product is: [C:1]([N:4]1[C:13]2[C:8](=[CH:9][C:10]([C:27]3[N:26]([CH2:43][O:44][CH2:45][CH2:46][Si:47]([CH3:50])([CH3:49])[CH3:48])[C:25]([CH3:24])=[N:29][CH:28]=3)=[CH:11][CH:12]=2)[CH:7]([NH:15][C:16]2[CH:21]=[CH:20][C:19]([Cl:22])=[CH:18][CH:17]=2)[CH2:6][CH:5]1[CH3:23])(=[O:3])[CH3:2]. (2) Given the reactants C([Mg]Cl)(C)C.I[C:7]1[CH:12]=[C:11]([S:13][CH3:14])[N:10]=[CH:9][N:8]=1.[CH2:15]([Sn:19](Cl)([CH2:24][CH2:25][CH2:26][CH3:27])[CH2:20][CH2:21][CH2:22][CH3:23])[CH2:16][CH2:17][CH3:18], predict the reaction product. The product is: [CH3:14][S:13][C:11]1[CH:12]=[C:7]([Sn:19]([CH2:20][CH2:21][CH2:22][CH3:23])([CH2:24][CH2:25][CH2:26][CH3:27])[CH2:15][CH2:16][CH2:17][CH3:18])[N:8]=[CH:9][N:10]=1. (3) Given the reactants [F:1][C:2]1[CH:3]=[C:4]([S:8]([CH:11]2[CH2:16][CH2:15][N:14](C(OC(C)(C)C)=O)[CH2:13][CH2:12]2)(=[O:10])=[O:9])[CH:5]=[CH:6][CH:7]=1.[ClH:24], predict the reaction product. The product is: [F:1][C:2]1[CH:3]=[C:4]([S:8]([CH:11]2[CH2:16][CH2:15][NH:14][CH2:13][CH2:12]2)(=[O:10])=[O:9])[CH:5]=[CH:6][CH:7]=1.[ClH:24]. (4) Given the reactants [Br:1][C:2]1[C:9]([O:10][CH3:11])=[CH:8][C:7]([O:12][CH3:13])=[CH:6][C:3]=1[CH:4]=O.[ClH:14].CO.C(O[CH:20](OCC)[CH2:21][NH:22][CH2:23][C:24]1[CH:29]=[CH:28][CH:27]=[C:26]([O:30][CH2:31][CH3:32])[C:25]=1[OH:33])C, predict the reaction product. The product is: [ClH:14].[Br:1][C:2]1[C:9]([O:10][CH3:11])=[CH:8][C:7]([O:12][CH3:13])=[CH:6][C:3]=1[CH2:4][C:20]1[C:29]2[C:24](=[C:25]([OH:33])[C:26]([O:30][CH2:31][CH3:32])=[CH:27][CH:28]=2)[CH:23]=[N:22][CH:21]=1. (5) Given the reactants [I:1][C:2]1[CH:3]=[C:4]([N:8]=[C:9]=[O:10])[CH:5]=[CH:6][CH:7]=1.[CH3:11][O:12][CH:13]([O:16][CH3:17])[CH2:14][NH2:15], predict the reaction product. The product is: [CH3:11][O:12][CH:13]([O:16][CH3:17])[CH2:14][NH:15][C:9]([NH:8][C:4]1[CH:5]=[CH:6][CH:7]=[C:2]([I:1])[CH:3]=1)=[O:10]. (6) Given the reactants [O:1]1CCO[CH:2]1[C:6]1[CH:11]=[CH:10][CH:9]=[C:8]([O:12][CH2:13][CH3:14])[C:7]=1[B:15]([O:20]C(C)C)[O:16]C(C)C.Cl.[OH-].[Na+], predict the reaction product. The product is: [CH2:13]([O:12][C:8]1[CH:9]=[CH:10][CH:11]=[C:6]([CH:2]=[O:1])[C:7]=1[B:15]([OH:20])[OH:16])[CH3:14]. (7) Given the reactants Br[C:2]1[C:7]2[S:8][C:9]([N+:19]([O-:21])=[O:20])=[C:10]([NH:11][C:12]3[CH:17]=[CH:16][CH:15]=[C:14]([Cl:18])[CH:13]=3)[C:6]=2[CH:5]=[CH:4][CH:3]=1.[CH3:22][C:23]1[CH:28]=[C:27](B(O)O)[CH:26]=[CH:25][N:24]=1.[O-]P([O-])([O-])=O.[K+].[K+].[K+], predict the reaction product. The product is: [Cl:18][C:14]1[CH:13]=[C:12]([NH:11][C:10]2[C:6]3[CH:5]=[CH:4][CH:3]=[C:2]([C:27]4[CH:26]=[CH:25][N:24]=[C:23]([CH3:22])[CH:28]=4)[C:7]=3[S:8][C:9]=2[N+:19]([O-:21])=[O:20])[CH:17]=[CH:16][CH:15]=1. (8) The product is: [CH2:1]([O:8][C:9]([N:11]1[C:15]([CH3:16])=[CH:14][C:13]([C:17]2[CH:22]=[C:21]([NH2:23])[C:20]([CH3:31])=[CH:19][C:18]=2[F:32])=[N:12]1)=[O:10])[C:2]1[CH:7]=[CH:6][CH:5]=[CH:4][CH:3]=1. Given the reactants [CH2:1]([O:8][C:9]([N:11]1[C:15]([CH3:16])=[CH:14][CH:13]([C:17]2[CH:22]=[C:21]([NH:23]C(OC(C)(C)C)=O)[C:20]([CH3:31])=[CH:19][C:18]=2[F:32])[NH:12]1)=[O:10])[C:2]1[CH:7]=[CH:6][CH:5]=[CH:4][CH:3]=1, predict the reaction product. (9) Given the reactants [CH2:1]([O:3][C:4]([C:6]1[CH:10]=[CH:9][NH:8][C:7]=1[NH2:11])=[O:5])[CH3:2].[H-].[Na+].[CH3:14][C:15]([CH3:25])=[CH:16][C:17]([C:19]1[CH:24]=[CH:23][CH:22]=[CH:21][CH:20]=1)=O.[BH4-].[Na+], predict the reaction product. The product is: [CH2:1]([O:3][C:4]([C:6]1[CH:10]=[CH:9][N:8]2[C:15]([CH3:25])([CH3:14])[CH2:16][CH:17]([C:19]3[CH:20]=[CH:21][CH:22]=[CH:23][CH:24]=3)[NH:11][C:7]=12)=[O:5])[CH3:2].